From a dataset of Catalyst prediction with 721,799 reactions and 888 catalyst types from USPTO. Predict which catalyst facilitates the given reaction. (1) Reactant: [O:1]1[CH:5]=[CH:4][CH:3]=[C:2]1[C:6](Cl)=[O:7].[C:9]1([S:15]([N:18]2[C:26]3[CH:25]=[C:24]([Sn:27]([CH3:30])([CH3:29])[CH3:28])[CH:23]=[C:22]([NH2:31])[C:21]=3[CH:20]=[N:19]2)(=[O:17])=[O:16])[CH:14]=[CH:13][CH:12]=[CH:11][CH:10]=1.Cl. Product: [C:9]1([S:15]([N:18]2[C:26]3[C:21](=[C:22]([NH:31][C:6]([C:2]4[O:1][CH:5]=[CH:4][CH:3]=4)=[O:7])[CH:23]=[C:24]([Sn:27]([CH3:29])([CH3:28])[CH3:30])[CH:25]=3)[CH:20]=[N:19]2)(=[O:17])=[O:16])[CH:10]=[CH:11][CH:12]=[CH:13][CH:14]=1. The catalyst class is: 17. (2) Product: [N:1]1([C:5]([C:7]2[CH:8]=[CH:9][C:10]([O:13][C:14]3[CH:15]=[C:16]([CH:27]=[C:28]([O:30][C@@H:31]([CH3:34])[CH2:32][OH:33])[CH:29]=3)[C:17]([NH:19][C:20]3[CH:24]=[CH:23][N:22]([CH2:25][CH3:26])[N:21]=3)=[O:18])=[CH:11][CH:12]=2)=[O:6])[CH2:4][CH2:3][CH2:2]1. The catalyst class is: 36. Reactant: [N:1]1([C:5]([C:7]2[CH:12]=[CH:11][C:10]([O:13][C:14]3[CH:15]=[C:16]([CH:27]=[C:28]([O:30][C@@H:31]([CH3:34])[CH2:32][OH:33])[CH:29]=3)[C:17]([NH:19][C:20]3[CH:24]=[CH:23][N:22]([CH2:25][CH3:26])[N:21]=3)=[O:18])=[C:9](Cl)[CH:8]=2)=[O:6])[CH2:4][CH2:3][CH2:2]1.C(N(CC)CC)C.